Dataset: Peptide-MHC class I binding affinity with 185,985 pairs from IEDB/IMGT. Task: Regression. Given a peptide amino acid sequence and an MHC pseudo amino acid sequence, predict their binding affinity value. This is MHC class I binding data. (1) The peptide sequence is MMAKSNSPF. The MHC is HLA-C14:02 with pseudo-sequence HLA-C14:02. The binding affinity (normalized) is 0.802. (2) The peptide sequence is AYVNQAHHI. The MHC is HLA-A23:01 with pseudo-sequence HLA-A23:01. The binding affinity (normalized) is 0.643. (3) The peptide sequence is PESANLGEEIL. The MHC is Mamu-A11 with pseudo-sequence Mamu-A11. The binding affinity (normalized) is 0. (4) The peptide sequence is FPRAHKYQVP. The MHC is Mamu-A2201 with pseudo-sequence Mamu-A2201. The binding affinity (normalized) is 0. (5) The peptide sequence is HMSEFMECNL. The MHC is HLA-A68:02 with pseudo-sequence HLA-A68:02. The binding affinity (normalized) is 0.112.